From a dataset of Retrosynthesis with 50K atom-mapped reactions and 10 reaction types from USPTO. Predict the reactants needed to synthesize the given product. (1) The reactants are: COC(=O)c1cc(Cl)cc(N)c1C.O=C1CCC2(CC1)OCCO2. Given the product COC(=O)c1cc(Cl)cc(NC2CCC3(CC2)OCCO3)c1C, predict the reactants needed to synthesize it. (2) Given the product Cc1ccc2c(c1)CC(N1CCN(CCN3CCOC3=O)CC1)c1cc(F)ccc1S2, predict the reactants needed to synthesize it. The reactants are: Cc1ccc2c(c1)CC(Cl)c1cc(F)ccc1S2.O=C1OCCN1CCN1CCNCC1. (3) Given the product C=CCN(C)Cc1csc(N)n1, predict the reactants needed to synthesize it. The reactants are: C=CCNC.Nc1nc(CCl)cs1. (4) Given the product Nc1ncc(-c2cnc3ccc(-c4ccc(OCCCNC(=O)C5CC5)cc4)nn23)cc1C(F)(F)F, predict the reactants needed to synthesize it. The reactants are: NCCCOc1ccc(-c2ccc3ncc(-c4cnc(N)c(C(F)(F)F)c4)n3n2)cc1.O=C(O)C1CC1. (5) Given the product CC(=O)OC[C@H]1O[C@@H](n2cc(F)c(=O)n(C(=O)c3ccccc3C)c2=O)C[C@@H]1OC(C)=O, predict the reactants needed to synthesize it. The reactants are: CC(=O)OC[C@H]1O[C@@H](n2cc(F)c(=O)[nH]c2=O)C[C@@H]1OC(C)=O.Cc1ccccc1C(=O)Cl. (6) Given the product CCCOc1ccc(F)cc1N, predict the reactants needed to synthesize it. The reactants are: CCCOc1ccc(F)cc1[N+](=O)[O-]. (7) Given the product O=C(O)CSc1ccc(F)cc1Br, predict the reactants needed to synthesize it. The reactants are: COC(=O)CSc1ccc(F)cc1Br. (8) Given the product O=C(NCCO)c1cc(Cl)c(Oc2ccncc2C(=O)N2CCN(C3CC3)c3ccccc32)cc1Cl, predict the reactants needed to synthesize it. The reactants are: COC(=O)CNC(=O)c1cc(Cl)c(Oc2ccncc2C(=O)N2CCN(C3CC3)c3ccccc32)cc1Cl.NCCO. (9) Given the product CCOC(=O)c1oc2ccncc2c1Oc1ccc([N+](=O)[O-])cc1F, predict the reactants needed to synthesize it. The reactants are: CCOC(=O)c1oc2ccncc2c1O.O=[N+]([O-])c1ccc(F)c(F)c1. (10) Given the product NCc1ccc2c(Cc3ccc(OCCN4CCCCC4)cc3)c(-c3ccc(OCCN4CCCC4)cc3)sc2c1, predict the reactants needed to synthesize it. The reactants are: NCc1ccc2c(C(O)c3ccc(OCCN4CCCCC4)cc3)c(-c3ccc(OCCN4CCCC4)cc3)sc2c1.